This data is from Forward reaction prediction with 1.9M reactions from USPTO patents (1976-2016). The task is: Predict the product of the given reaction. (1) The product is: [CH2:1]([O:3][C:4](=[O:14])[C:5]1[CH:10]=[C:9]([I:11])[C:8]([O:12][CH2:15][CH2:16][OH:17])=[C:7]([Br:13])[CH:6]=1)[CH3:2]. Given the reactants [CH2:1]([O:3][C:4](=[O:14])[C:5]1[CH:10]=[C:9]([I:11])[C:8]([OH:12])=[C:7]([Br:13])[CH:6]=1)[CH3:2].[CH2:15](O)[CH2:16][OH:17].C1(P(C2C=CC=CC=2)C2C=CC=CC=2)C=CC=CC=1.N(C(OC(C)C)=O)=NC(OC(C)C)=O, predict the reaction product. (2) Given the reactants [CH2:1]([N:8]1[CH2:31][CH:30]([CH:32]=C)[O:29][C:10]2([CH2:15][CH2:14][N:13]([C:16]([C:18]3[CH:23]=[CH:22][C:21]([O:24][CH:25]([CH3:27])[CH3:26])=[C:20]([CH3:28])[CH:19]=3)=[O:17])[CH2:12][CH2:11]2)[CH2:9]1)[C:2]1[CH:7]=[CH:6][CH:5]=[CH:4][CH:3]=1.[O:34]=[O+][O-].[BH4-].[Na+], predict the reaction product. The product is: [CH2:1]([N:8]1[CH2:31][CH:30]([CH2:32][OH:34])[O:29][C:10]2([CH2:15][CH2:14][N:13]([C:16]([C:18]3[CH:23]=[CH:22][C:21]([O:24][CH:25]([CH3:26])[CH3:27])=[C:20]([CH3:28])[CH:19]=3)=[O:17])[CH2:12][CH2:11]2)[CH2:9]1)[C:2]1[CH:7]=[CH:6][CH:5]=[CH:4][CH:3]=1. (3) Given the reactants C(O[C:4](=O)[C:5]1[CH:10]=[CH:9][CH:8]=[C:7](OCCN2CCOCC2)[CH:6]=1)C.[NH2:21][C:22]1[N:26]([C:27]2[CH:28]=[C:29]([CH:36]=[CH:37][C:38]=2[CH3:39])[C:30]([NH:32][CH:33]2[CH2:35][CH2:34]2)=[O:31])[N:25]=[CH:24][C:23]=1[C:40](=[O:49])C1C=CC=C(CO)C=1.C(N(C(C)C)CC)(C)C, predict the reaction product. The product is: [NH2:21][C:22]1[N:26]([C:27]2[CH:28]=[C:29]([CH:36]=[CH:37][C:38]=2[CH3:39])[C:30]([NH:32][CH:33]2[CH2:35][CH2:34]2)=[O:31])[N:25]=[CH:24][C:23]=1[C:40](=[O:49])[C:8]1[CH:9]=[CH:10][C:5]([CH3:4])=[CH:6][CH:7]=1. (4) Given the reactants [NH2:1][NH2:2].O[C:4]1[C:5]([OH:10])=[N:6][CH:7]=[CH:8][CH:9]=1, predict the reaction product. The product is: [NH:1]([C:9]1[CH:8]=[CH:7][NH:6][C:5](=[O:10])[CH:4]=1)[NH2:2]. (5) The product is: [OH:29][C@H:8]([C:5]1[CH:6]=[N:7][C:2]([CH3:33])=[CH:3][CH:4]=1)[CH2:9][NH:10][CH2:11][CH2:12][C:13]1[CH:18]=[CH:17][C:16]([C:19]2[CH:24]=[CH:23][C:22]([C:25]([O:27][CH3:28])=[O:26])=[CH:21][CH:20]=2)=[CH:15][CH:14]=1. Given the reactants Cl[C:2]1[N:7]=[CH:6][C:5]([C@@H:8]([OH:29])[CH2:9][NH:10][CH2:11][CH2:12][C:13]2[CH:18]=[CH:17][C:16]([C:19]3[CH:24]=[CH:23][C:22]([C:25]([O:27][CH3:28])=[O:26])=[CH:21][CH:20]=3)=[CH:15][CH:14]=2)=[CH:4][CH:3]=1.[Cl-].C[Zn+].[C:33](=O)(O)[O-].[Na+], predict the reaction product. (6) The product is: [Cl:1][C:2]1[CH:3]=[CH:4][C:5]([CH:8]([C:12]2[CH:17]=[CH:16][C:15]([N+:18]([O-:20])=[O:19])=[CH:14][CH:13]=2)[C:9]2[S:11][CH:21]=[CH:22][N:10]=2)=[CH:6][CH:7]=1. Given the reactants [Cl:1][C:2]1[CH:7]=[CH:6][C:5]([CH:8]([C:12]2[CH:17]=[CH:16][C:15]([N+:18]([O-:20])=[O:19])=[CH:14][CH:13]=2)[C:9](=[S:11])[NH2:10])=[CH:4][CH:3]=1.[CH2:21](OC(OCC)CBr)[CH3:22], predict the reaction product. (7) Given the reactants [NH2:1][C:2]1[C:7]([C:8]#[N:9])=[C:6]([C:10]2[N:11]=[C:12](Br)[S:13][CH:14]=2)[C:5]([C:16]#[N:17])=[C:4]([S:18][CH2:19][C:20]2[N:21]=[C:22]([C:25]3[CH:30]=[CH:29][C:28]([Cl:31])=[CH:27][CH:26]=3)[S:23][CH:24]=2)[N:3]=1.[NH2:32][CH2:33][C@H:34]([OH:37])[CH2:35][OH:36], predict the reaction product. The product is: [NH2:1][C:2]1[C:7]([C:8]#[N:9])=[C:6]([C:10]2[N:11]=[C:12]([NH:32][CH2:33][C@H:34]([OH:37])[CH2:35][OH:36])[S:13][CH:14]=2)[C:5]([C:16]#[N:17])=[C:4]([S:18][CH2:19][C:20]2[N:21]=[C:22]([C:25]3[CH:30]=[CH:29][C:28]([Cl:31])=[CH:27][CH:26]=3)[S:23][CH:24]=2)[N:3]=1. (8) The product is: [CH2:1]([O:3][C:4]([C:6]1[N:7]([C:24]2[CH:25]=[CH:26][C:21]([O:20][CH:17]([CH3:19])[CH3:18])=[CH:22][CH:23]=2)[C:8]2[C:13]([C:14]=1[CH3:15])=[CH:12][C:11]([Br:16])=[CH:10][CH:9]=2)=[O:5])[CH3:2]. Given the reactants [CH2:1]([O:3][C:4]([C:6]1[NH:7][C:8]2[C:13]([C:14]=1[CH3:15])=[CH:12][C:11]([Br:16])=[CH:10][CH:9]=2)=[O:5])[CH3:2].[CH:17]([O:20][C:21]1[CH:26]=[CH:25][C:24](B(O)O)=[CH:23][CH:22]=1)([CH3:19])[CH3:18], predict the reaction product. (9) Given the reactants C[O:2][C:3]1[CH:8]=[CH:7][C:6]([N:9]2[C:18]([CH3:19])=[CH:17][C:16]3[C:11](=[CH:12][CH:13]=[CH:14][CH:15]=3)[C:10]2=[O:20])=[CH:5][CH:4]=1.B(Br)(Br)Br.C(=O)([O-])O.[Na+], predict the reaction product. The product is: [OH:2][C:3]1[CH:8]=[CH:7][C:6]([N:9]2[C:18]([CH3:19])=[CH:17][C:16]3[C:11](=[CH:12][CH:13]=[CH:14][CH:15]=3)[C:10]2=[O:20])=[CH:5][CH:4]=1.